This data is from Full USPTO retrosynthesis dataset with 1.9M reactions from patents (1976-2016). The task is: Predict the reactants needed to synthesize the given product. (1) Given the product [CH:1]1([C:4]2[NH:15][C:7]3=[N:8][CH:9]=[CH:10][C:11]([C:17]4[CH:22]=[CH:21][C:20]([S:23]([NH:26][C@H:27]5[CH2:31][CH2:30][CH2:29][C@@H:28]5[OH:32])(=[O:25])=[O:24])=[CH:19][CH:18]=4)=[C:6]3[CH:5]=2)[CH2:3][CH2:2]1, predict the reactants needed to synthesize it. The reactants are: [CH:1]1([C:4]2[NH:15][C:7]3=[N:8][CH:9]=[CH:10][C:11](B(O)O)=[C:6]3[CH:5]=2)[CH2:3][CH2:2]1.Br[C:17]1[CH:22]=[CH:21][C:20]([S:23]([NH:26][C@H:27]2[CH2:31][CH2:30][CH2:29][C@@H:28]2[OH:32])(=[O:25])=[O:24])=[CH:19][CH:18]=1.P([O-])([O-])([O-])=O.[K+].[K+].[K+].O1CCOCC1. (2) Given the product [C:20]([O:19][C:17](=[O:18])[NH:16][CH2:15][CH2:14][CH2:13][CH2:12][C@H:11]([NH:24][C:25]([O:27][C:28]([CH3:31])([CH3:30])[CH3:29])=[O:26])[CH2:10][N:1]=[N+:2]=[N-:3])([CH3:23])([CH3:21])[CH3:22], predict the reactants needed to synthesize it. The reactants are: [N-:1]=[N+:2]=[N-:3].[Na+].CS(O[CH2:10][C@@H:11]([NH:24][C:25]([O:27][C:28]([CH3:31])([CH3:30])[CH3:29])=[O:26])[CH2:12][CH2:13][CH2:14][CH2:15][NH:16][C:17]([O:19][C:20]([CH3:23])([CH3:22])[CH3:21])=[O:18])(=O)=O. (3) Given the product [C:12]([C:14]1[CH:21]=[CH:20][C:17]([CH2:18][NH:1][C:2]([CH3:11])([CH3:10])[C:3]([O:5][C:6]([CH3:9])([CH3:8])[CH3:7])=[O:4])=[C:16]([F:22])[CH:15]=1)#[N:13], predict the reactants needed to synthesize it. The reactants are: [NH2:1][C:2]([CH3:11])([CH3:10])[C:3]([O:5][C:6]([CH3:9])([CH3:8])[CH3:7])=[O:4].[C:12]([C:14]1[CH:21]=[CH:20][C:17]([CH2:18]Br)=[C:16]([F:22])[CH:15]=1)#[N:13].C([O-])(O)=O.[Na+].O. (4) The reactants are: [CH3:1][C:2]([CH3:33])([CH3:32])[C:3](=[O:31])[CH2:4][O:5][C:6]1[CH:11]=[CH:10][C:9]([C:12]([C:17]2[CH:18]=[C:19]([CH3:29])[C:20]3[O:24][C:23]([C:25]([OH:27])=[O:26])=[CH:22][C:21]=3[CH:28]=2)([CH2:15][CH3:16])[CH2:13][CH3:14])=[CH:8][C:7]=1[CH3:30].[BH4-].[Na+]. Given the product [CH2:13]([C:12]([C:17]1[CH:18]=[C:19]([CH3:29])[C:20]2[O:24][C:23]([C:25]([OH:27])=[O:26])=[CH:22][C:21]=2[CH:28]=1)([C:9]1[CH:10]=[CH:11][C:6]([O:5][CH2:4][CH:3]([OH:31])[C:2]([CH3:32])([CH3:33])[CH3:1])=[C:7]([CH3:30])[CH:8]=1)[CH2:15][CH3:16])[CH3:14], predict the reactants needed to synthesize it. (5) The reactants are: [CH3:1][N:2]([CH3:31])[C:3]1[N:8]=[C:7]([O:9][CH3:10])[C:6]([C:11]2[C:24]3[C:19](=[CH:20][C:21]([O:27][CH2:28][CH3:29])=[C:22]([O:25][CH3:26])[CH:23]=3)[C@@H:18]3[C@@H:13]([CH2:14][CH2:15][C@@H:16]([OH:30])[CH2:17]3)[N:12]=2)=[CH:5][N:4]=1.[C:32]([OH:39])(=[O:38])/[CH:33]=[CH:34]/[C:35]([OH:37])=[O:36]. Given the product [C:32]([OH:39])(=[O:38])/[CH:33]=[CH:34]/[C:35]([OH:37])=[O:36].[CH3:31][N:2]([CH3:1])[C:3]1[N:8]=[C:7]([O:9][CH3:10])[C:6]([C:11]2[C:24]3[C:19](=[CH:20][C:21]([O:27][CH2:28][CH3:29])=[C:22]([O:25][CH3:26])[CH:23]=3)[C@@H:18]3[C@@H:13]([CH2:14][CH2:15][C@@H:16]([OH:30])[CH2:17]3)[N:12]=2)=[CH:5][N:4]=1, predict the reactants needed to synthesize it. (6) Given the product [O:2]=[C:3]1[CH:8]=[C:7]([CH2:9][NH:10][C:11]([C:13]2[C:14]3[CH:15]=[N:16][N:17]([C:22]4[CH:27]=[CH:26][C:25]([F:28])=[CH:24][CH:23]=4)[C:18]=3[CH:19]=[CH:20][CH:21]=2)=[O:12])[CH:6]=[CH:5][NH:4]1, predict the reactants needed to synthesize it. The reactants are: C[O:2][C:3]1[CH:8]=[C:7]([CH2:9][NH:10][C:11]([C:13]2[C:14]3[CH:15]=[N:16][N:17]([C:22]4[CH:27]=[CH:26][C:25]([F:28])=[CH:24][CH:23]=4)[C:18]=3[CH:19]=[CH:20][CH:21]=2)=[O:12])[CH:6]=[CH:5][N:4]=1.Cl.[NH+]1C=CC=CC=1. (7) The reactants are: [C@@H:1]12[CH2:6][C@@H:5]1[CH2:4][NH:3][C@@H:2]2[CH2:7][NH:8][C:9]([C:11]1[CH:12]=[CH:13][CH:14]=[C:15]2[O:19][CH:18]=[CH:17][C:16]=12)=[O:10].[CH3:20][C:21]1[S:22][C:23]([C:29]2[CH:34]=[CH:33][CH:32]=[CH:31][C:30]=2[C:35]([F:38])([F:37])[F:36])=[C:24]([C:26](O)=[O:27])[N:25]=1. Given the product [CH3:20][C:21]1[S:22][C:23]([C:29]2[CH:34]=[CH:33][CH:32]=[CH:31][C:30]=2[C:35]([F:38])([F:36])[F:37])=[C:24]([C:26]([N:3]2[CH2:4][C@@H:5]3[C@@H:1]([CH2:6]3)[C@H:2]2[CH2:7][NH:8][C:9]([C:11]2[CH:12]=[CH:13][CH:14]=[C:15]3[O:19][CH:18]=[CH:17][C:16]=23)=[O:10])=[O:27])[N:25]=1, predict the reactants needed to synthesize it.